This data is from Reaction yield outcomes from USPTO patents with 853,638 reactions. The task is: Predict the reaction yield, written as a fraction of the theoretical maximum amount of product (1.0 means a 100% yield; for example, 0.34 means a 34% yield). (1) The reactants are [NH2:1][CH2:2][C@@H:3]1[CH2:8][CH2:7][C@H:6]([CH3:9])[CH2:5][N:4]1[C:10]([O:12][C:13]([CH3:16])([CH3:15])[CH3:14])=[O:11].Cl[C:18]1[CH:23]=[CH:22][C:21]([C:24]([F:27])([F:26])[F:25])=[CH:20][N:19]=1.C(=O)([O-])[O-].[K+].[K+]. The catalyst is CN(C=O)C. The product is [CH3:9][C@@H:6]1[CH2:5][N:4]([C:10]([O:12][C:13]([CH3:15])([CH3:14])[CH3:16])=[O:11])[C@H:3]([CH2:2][NH:1][C:18]2[CH:23]=[CH:22][C:21]([C:24]([F:27])([F:26])[F:25])=[CH:20][N:19]=2)[CH2:8][CH2:7]1. The yield is 0.520. (2) The reactants are [N:1]1([C:7]2[CH:12]=[CH:11][CH:10]=[CH:9][C:8]=2[CH:13](O)[CH2:14][CH2:15][CH2:16][CH3:17])[CH2:6][CH2:5][CH2:4][CH2:3][CH2:2]1.S(Cl)(Cl)=O.[C-:23]#[N:24].[K+].C(OCC)(=O)C. The catalyst is ClCCl.O. The product is [N:1]1([C:7]2[CH:12]=[CH:11][CH:10]=[CH:9][C:8]=2[CH:13]([CH2:14][CH2:15][CH2:16][CH3:17])[C:23]#[N:24])[CH2:6][CH2:5][CH2:4][CH2:3][CH2:2]1. The yield is 0.670. (3) The reactants are [CH3:1][C@@H:2]([C@@H:5]([O:7][CH:8]1[CH2:13][CH2:12][CH2:11][CH2:10][O:9]1)[CH3:6])[CH2:3][OH:4].CCN(CC)CC.O.CCOCC. The catalyst is CS(C)=O. The product is [CH3:1][C@@H:2]([C@@H:5]([O:7][CH:8]1[CH2:13][CH2:12][CH2:11][CH2:10][O:9]1)[CH3:6])[CH:3]=[O:4]. The yield is 1.00. (4) The reactants are [N+:1]([C:4]1[CH:12]=[CH:11][CH:10]=[C:9]2[C:5]=1[CH2:6][CH2:7][CH:8]2[N:13]1[CH2:18][CH2:17][N:16]([C:19]([O:21][CH3:22])=[O:20])[CH2:15][CH2:14]1)([O-])=O. The catalyst is [Fe].CC(O)=O. The product is [NH2:1][C:4]1[CH:12]=[CH:11][CH:10]=[C:9]2[C:5]=1[CH2:6][CH2:7][CH:8]2[N:13]1[CH2:14][CH2:15][N:16]([C:19]([O:21][CH3:22])=[O:20])[CH2:17][CH2:18]1. The yield is 0.920. (5) The reactants are [CH3:1][C:2]1[CH:6]=[C:5]([CH3:7])[NH:4][C:3]=1[C:8]([O:10]CC)=[O:9].[OH-].[Na+]. The catalyst is C1COCC1.O.CO.O. The product is [CH3:1][C:2]1[CH:6]=[C:5]([CH3:7])[NH:4][C:3]=1[C:8]([OH:10])=[O:9]. The yield is 0.900. (6) The reactants are [Br:1][CH2:2][C:3]1[CH:4]=[CH:5][N:6]2[C:11]=1[C:10]([Cl:12])=[N:9][CH:8]=[N:7]2.[CH3:13][CH2:14][N:15]([CH2:18][CH3:19])[CH2:16][CH3:17]. The catalyst is C1COCC1. The product is [Br-:1].[Cl:12][C:10]1[C:11]2=[C:3]([CH2:2][N+:15]([CH2:18][CH3:19])([CH2:16][CH3:17])[CH2:14][CH3:13])[CH:4]=[CH:5][N:6]2[N:7]=[CH:8][N:9]=1. The yield is 0.890.